The task is: Binary Classification. Given a drug SMILES string, predict its activity (active/inactive) in a high-throughput screening assay against a specified biological target.. This data is from In vitro SARS-CoV-2 activity screen of 1,480 approved drugs from Prestwick library. The drug is NC[C@H]1O[C@H](O[C@@H]2[C@@H](N)C[C@@H](N)[C@H](O[C@H]3O[C@H](CO)[C@@H](O)[C@H](N)[C@H]3O)[C@H]2O)[C@H](O)[C@@H](O)[C@@H]1O.O=S(=O)(O)O. The result is 0 (inactive).